Dataset: Forward reaction prediction with 1.9M reactions from USPTO patents (1976-2016). Task: Predict the product of the given reaction. (1) The product is: [Cl:45][CH2:44][CH2:43][O:29][C:19]1[CH:18]=[C:17]2[C:22]([C:13]([NH:12][C:11]3[CH:30]=[CH:31][C:32]([O:33][CH2:34][C:35]4[CH:40]=[CH:39][CH:38]=[C:37]([F:41])[CH:36]=4)=[C:9]([Cl:8])[CH:10]=3)=[N:14][CH:15]=[N:16]2)=[C:21]([O:23][CH:24]2[CH2:28][CH2:27][O:26][CH2:25]2)[CH:20]=1. Given the reactants FC(F)(F)C(O)=O.[Cl:8][C:9]1[CH:10]=[C:11]([CH:30]=[CH:31][C:32]=1[O:33][CH2:34][C:35]1[CH:40]=[CH:39][CH:38]=[C:37]([F:41])[CH:36]=1)[NH:12][C:13]1[C:22]2[C:17](=[CH:18][C:19]([OH:29])=[CH:20][C:21]=2[O:23][CH:24]2[CH2:28][CH2:27][O:26][CH2:25]2)[N:16]=[CH:15][N:14]=1.Br[CH2:43][CH2:44][Cl:45], predict the reaction product. (2) Given the reactants C([O-])(O)=O.[Na+].[N+:6]([C:9]1[CH:10]=[CH:11][C:12]2[NH:16][S:15](=[O:18])(=[O:17])[CH2:14][C:13]=2[CH:19]=1)([O-:8])=[O:7].I[CH3:21], predict the reaction product. The product is: [CH3:21][N:16]1[C:12]2[CH:11]=[CH:10][C:9]([N+:6]([O-:8])=[O:7])=[CH:19][C:13]=2[CH2:14][S:15]1(=[O:18])=[O:17]. (3) Given the reactants [CH:1]1([CH2:4][NH2:5])[CH2:3][CH2:2]1.Cl[C:7]1[N:15]=[C:14]([Cl:16])[CH:13]=[CH:12][C:8]=1[C:9]([OH:11])=[O:10], predict the reaction product. The product is: [Cl:16][C:14]1[CH:13]=[CH:12][C:8]([C:9]([OH:11])=[O:10])=[C:7]([NH:5][CH2:4][CH:1]2[CH2:3][CH2:2]2)[N:15]=1. (4) Given the reactants [CH3:1][N:2]1[CH2:7][CH2:6][NH:5][CH2:4][CH2:3]1.[CH3:8][O:9][C:10]1[CH:15]=[CH:14][C:13]([C@@H:16]2[C@@H:21]([O:22][CH2:23][C:24]3[CH:25]=[CH:26][C:27]4[O:32][CH2:31][CH2:30][N:29]([CH2:33][CH2:34][CH2:35][O:36][CH3:37])[C:28]=4[CH:38]=3)[CH2:20][N:19]([S:39]([C:42]3[CH:47]=[CH:46][C:45]([CH3:48])=[CH:44][CH:43]=3)(=[O:41])=[O:40])[C@H:18]([CH2:49][C:50]([CH3:55])([CH3:54])[C:51]([OH:53])=O)[CH2:17]2)=[CH:12][CH:11]=1, predict the reaction product. The product is: [CH3:8][O:9][C:10]1[CH:11]=[CH:12][C:13]([C@@H:16]2[C@@H:21]([O:22][CH2:23][C:24]3[CH:25]=[CH:26][C:27]4[O:32][CH2:31][CH2:30][N:29]([CH2:33][CH2:34][CH2:35][O:36][CH3:37])[C:28]=4[CH:38]=3)[CH2:20][N:19]([S:39]([C:42]3[CH:47]=[CH:46][C:45]([CH3:48])=[CH:44][CH:43]=3)(=[O:40])=[O:41])[C@H:18]([CH2:49][C:50]([CH3:55])([CH3:54])[C:51]([N:5]3[CH2:6][CH2:7][N:2]([CH3:1])[CH2:3][CH2:4]3)=[O:53])[CH2:17]2)=[CH:14][CH:15]=1. (5) Given the reactants Cl.[CH3:2][O:3][C:4]1[C:16]2[O:15][C:10]3([CH2:14][CH2:13][CH2:12][CH2:11]3)[CH2:9][C:8]=2[C:7]([C:17]2[C:18]([CH3:30])([CH3:29])[C:19](=[O:28])[N:20]([CH:22]3[CH2:27][CH2:26][NH:25][CH2:24][CH2:23]3)[N:21]=2)=[CH:6][CH:5]=1.[CH3:31][C:32]1[CH:33]=[C:34]([S:38](Cl)(=[O:40])=[O:39])[CH:35]=[CH:36][CH:37]=1, predict the reaction product. The product is: [CH3:2][O:3][C:4]1[C:16]2[O:15][C:10]3([CH2:11][CH2:12][CH2:13][CH2:14]3)[CH2:9][C:8]=2[C:7]([C:17]2[C:18]([CH3:30])([CH3:29])[C:19](=[O:28])[N:20]([CH:22]3[CH2:27][CH2:26][N:25]([S:38]([C:34]4[CH:35]=[CH:36][CH:37]=[C:32]([CH3:31])[CH:33]=4)(=[O:40])=[O:39])[CH2:24][CH2:23]3)[N:21]=2)=[CH:6][CH:5]=1. (6) Given the reactants C([O:3][CH:4](OCC)[C:5]1[N:10]=[C:9]([C:11]2[CH:12]=[N:13][C:14]([C:17]([F:20])([F:19])[F:18])=[CH:15][CH:16]=2)[C:8]([F:21])=[C:7]([NH:22]C(C2C=CC=CC=2)(C2C=CC=CC=2)C2C=CC=CC=2)[CH:6]=1)C.OS(O)(=O)=O.CC#N, predict the reaction product. The product is: [NH2:22][C:7]1[CH:6]=[C:5]([CH:4]=[O:3])[N:10]=[C:9]([C:11]2[CH:12]=[N:13][C:14]([C:17]([F:19])([F:20])[F:18])=[CH:15][CH:16]=2)[C:8]=1[F:21]. (7) The product is: [CH:1]1([C@@H:7]2[NH:12][C:11](=[O:13])[C@H:10]([CH2:14][CH:15]([CH3:17])[CH3:16])[N:9]([C:29]([C@@H:27]3[CH2:28][C@H:26]3[C:21]3[CH:22]=[CH:23][C:24]([F:25])=[C:19]([F:18])[CH:20]=3)=[O:30])[CH2:8]2)[CH2:2][CH2:3][CH2:4][CH2:5][CH2:6]1. Given the reactants [CH:1]1([C@@H:7]2[NH:12][C:11](=[O:13])[C@H:10]([CH2:14][CH:15]([CH3:17])[CH3:16])[NH:9][CH2:8]2)[CH2:6][CH2:5][CH2:4][CH2:3][CH2:2]1.[F:18][C:19]1[CH:20]=[C:21]([C@@H:26]2[CH2:28][C@H:27]2[C:29](O)=[O:30])[CH:22]=[CH:23][C:24]=1[F:25].C([C@@H]1N(C(=O)/C=C/C2C=CC=CC=2)C[C@H](CC(C)C)NC1=O)C(C)C, predict the reaction product.